Dataset: Catalyst prediction with 721,799 reactions and 888 catalyst types from USPTO. Task: Predict which catalyst facilitates the given reaction. (1) Reactant: C([N:8]1[CH2:13][CH2:12][N:11]([S:14]([C:17]2[CH:26]=[CH:25][C:24]3[C:19](=[CH:20][CH:21]=[C:22]([Cl:27])[CH:23]=3)[CH:18]=2)(=[O:16])=[O:15])[CH2:10][CH2:9]1)(OC(C)(C)C)=O.Cl. Product: [Cl:27][C:22]1[CH:23]=[C:24]2[C:19](=[CH:20][CH:21]=1)[CH:18]=[C:17]([S:14]([N:11]1[CH2:10][CH2:9][NH:8][CH2:13][CH2:12]1)(=[O:15])=[O:16])[CH:26]=[CH:25]2. The catalyst class is: 12. (2) Reactant: C[O:2][C:3](=O)[C:4]1[CH:9]=[CH:8][C:7]([CH2:10][N:11]([S:24]([C:27]2[CH:32]=[CH:31][C:30]([Cl:33])=[CH:29][CH:28]=2)(=[O:26])=[O:25])[CH:12]2[CH2:18][CH:17]([C:19]([F:22])([F:21])[F:20])[CH2:16][CH2:15][NH:14][C:13]2=[O:23])=[C:6]([F:34])[CH:5]=1.[H-].[H-].[H-].[H-].[Li+].[Al+3]. Product: [Cl:33][C:30]1[CH:31]=[CH:32][C:27]([S:24]([N:11]([CH2:10][C:7]2[CH:8]=[CH:9][C:4]([CH2:3][OH:2])=[CH:5][C:6]=2[F:34])[CH:12]2[CH2:18][CH:17]([C:19]([F:21])([F:22])[F:20])[CH2:16][CH2:15][NH:14][C:13]2=[O:23])(=[O:26])=[O:25])=[CH:28][CH:29]=1. The catalyst class is: 1. (3) Reactant: [CH3:1][O:2][C@@H:3]1[C@@H:8]([CH2:9][OH:10])[O:7][C@@H:6]([N:11]2[C:23]3[C:22]4[NH:24][C:25]5[CH:26]=[CH:27][CH:28]=[CH:29][C:30]=5[C:21]=4[C:20]4[C:31](=O)[O:32][C:33](=[O:34])[C:19]=4[C:18]=3[C:17]3[C:12]2=[CH:13][CH:14]=[CH:15][CH:16]=3)[C@H:5]([OH:36])[C@H:4]1[OH:37].[CH3:38][NH2:39]. Product: [CH3:38][N:39]1[C:33](=[O:34])[C:19]2[C:18]3[C:17]4[C:12](=[CH:13][CH:14]=[CH:15][CH:16]=4)[N:11]([C@@H:6]4[O:7][C@H:8]([CH2:9][OH:10])[C@@H:3]([O:2][CH3:1])[C@H:4]([OH:37])[C@H:5]4[OH:36])[C:23]=3[C:22]3[NH:24][C:25]4[CH:26]=[CH:27][CH:28]=[CH:29][C:30]=4[C:21]=3[C:20]=2[C:31]1=[O:32]. The catalyst class is: 7.